Dataset: Full USPTO retrosynthesis dataset with 1.9M reactions from patents (1976-2016). Task: Predict the reactants needed to synthesize the given product. (1) Given the product [CH2:24]([O:26][C:27]([C:29]1[C@@H:30]2[N:45]([CH3:46])[C@H:34]([CH2:35][C:36]=1[C:2]1[CH:7]=[CH:6][C:5]([CH2:8][CH2:9][CH2:10][O:11][Si:12]([C:15]([CH3:18])([CH3:17])[CH3:16])([CH3:14])[CH3:13])=[CH:4][CH:3]=1)[CH2:33][N:32]([C:47]([O:49][C:50]([CH3:51])([CH3:53])[CH3:52])=[O:48])[CH2:31]2)=[O:28])[CH3:25], predict the reactants needed to synthesize it. The reactants are: Br[C:2]1[CH:7]=[CH:6][C:5]([CH2:8][CH2:9][CH2:10][O:11][Si:12]([C:15]([CH3:18])([CH3:17])[CH3:16])([CH3:14])[CH3:13])=[CH:4][CH:3]=1.[Li]CCCC.[CH2:24]([O:26][C:27]([C:29]1[CH:30]2[N:45]([CH3:46])[CH:34]([CH2:35][C:36]=1OS(C(F)(F)F)(=O)=O)[CH2:33][N:32]([C:47]([O:49][C:50]([CH3:53])([CH3:52])[CH3:51])=[O:48])[CH2:31]2)=[O:28])[CH3:25]. (2) Given the product [NH:61]1[C:57]([C:52]2[CH:53]=[CH:54][CH:55]=[CH:56][C:51]=2[C:48]2[CH:49]=[CH:50][C:45]([CH2:44][N:6]3[C:7]([C:11]([O:13][CH:14]([O:16][C:17]([O:19][C@@H:20]4[CH2:24][O:23][C@@H:22]5[C@H:25]([O:28][C:29](=[O:43])[CH2:30][CH2:31][CH2:32][CH:33]([O:39][N+:40]([O-:42])=[O:41])[CH2:34][O:35][N+:36]([O-:38])=[O:37])[CH2:26][O:27][C@H:21]45)=[O:18])[CH3:15])=[O:12])=[C:8]([Cl:10])[N:9]=[C:5]3[CH2:1][CH2:2][CH2:3][CH3:4])=[CH:46][CH:47]=2)=[N:58][N:59]=[N:60]1, predict the reactants needed to synthesize it. The reactants are: [CH2:1]([C:5]1[N:6]([CH2:44][C:45]2[CH:50]=[CH:49][C:48]([C:51]3[CH:56]=[CH:55][CH:54]=[CH:53][C:52]=3[C:57]3[N:61](C(C4C=CC=CC=4)(C4C=CC=CC=4)C4C=CC=CC=4)[N:60]=[N:59][N:58]=3)=[CH:47][CH:46]=2)[C:7]([C:11]([O:13][CH:14]([O:16][C:17]([O:19][C@@H:20]2[CH2:24][O:23][C@@H:22]3[C@H:25]([O:28][C:29](=[O:43])[CH2:30][CH2:31][CH2:32][CH:33]([O:39][N+:40]([O-:42])=[O:41])[CH2:34][O:35][N+:36]([O-:38])=[O:37])[CH2:26][O:27][C@H:21]23)=[O:18])[CH3:15])=[O:12])=[C:8]([Cl:10])[N:9]=1)[CH2:2][CH2:3][CH3:4].